From a dataset of Reaction yield outcomes from USPTO patents with 853,638 reactions. Predict the reaction yield, written as a fraction of the theoretical maximum amount of product (1.0 means a 100% yield; for example, 0.34 means a 34% yield). (1) The reactants are [OH:1][C@:2]1([C:30]([F:36])([F:35])[C:31]([F:34])([F:33])[F:32])[C@:18]2([CH3:19])[C@H:5]([C@H:6]3[C:15]([C@@H:16]([C:20]4[CH:25]=[CH:24][C:23]([CH:26]([OH:28])[CH3:27])=[CH:22][CH:21]=4)[CH2:17]2)=[C:14]2[C:9](=[CH:10][C:11](=[O:29])[CH2:12][CH2:13]2)[CH2:8][CH2:7]3)[CH2:4][CH2:3]1.[C:37]([O:41][C:42]([NH:44][C@@H:45]([CH:49]([CH3:51])[CH3:50])[C:46](O)=[O:47])=[O:43])([CH3:40])([CH3:39])[CH3:38].Cl.CN(C)CCCN=C=NCC.O. The catalyst is N1C=CC=CC=1.CN(C)C1C=CN=CC=1. The product is [OH:1][C@:2]1([C:30]([F:35])([F:36])[C:31]([F:32])([F:33])[F:34])[C@:18]2([CH3:19])[C@H:5]([C@H:6]3[C:15]([C@@H:16]([C:20]4[CH:21]=[CH:22][C:23]([CH:26]([O:28][C:46](=[O:47])[C@@H:45]([NH:44][C:42]([O:41][C:37]([CH3:38])([CH3:40])[CH3:39])=[O:43])[CH:49]([CH3:51])[CH3:50])[CH3:27])=[CH:24][CH:25]=4)[CH2:17]2)=[C:14]2[C:9](=[CH:10][C:11](=[O:29])[CH2:12][CH2:13]2)[CH2:8][CH2:7]3)[CH2:4][CH2:3]1. The yield is 0.750. (2) The reactants are [NH:1]1[C:5]2([CH2:10][CH2:9][NH:8][CH2:7][CH2:6]2)[C:4](=[O:11])[NH:3][CH2:2]1.Cl[C:13]1[N:18]=[C:17]([CH3:19])[CH:16]=[C:15]([CH3:20])[N:14]=1.CCN(C(C)C)C(C)C. The catalyst is C(O)C.P([O-])([O-])([O-])=O. The product is [CH3:20][C:15]1[CH:16]=[C:17]([CH3:19])[N:18]=[C:13]([N:8]2[CH2:7][CH2:6][C:5]3([NH:1][CH2:2][NH:3][C:4]3=[O:11])[CH2:10][CH2:9]2)[N:14]=1. The yield is 0.580. (3) The reactants are [Cl:1][C:2]1[N:7]=[CH:6][C:5]([OH:8])=[C:4]([CH3:9])[CH:3]=1.[F:10][CH:11]([F:17])[C:12]([F:16])([F:15])[CH2:13]I. No catalyst specified. The product is [Cl:1][C:2]1[CH:3]=[C:4]([CH3:9])[C:5]([O:8][CH2:13][C:12]([F:16])([F:15])[CH:11]([F:17])[F:10])=[CH:6][N:7]=1. The yield is 0.890. (4) The reactants are [C:1]1([CH3:13])[CH:6]=[C:5]([CH3:7])[CH:4]=[C:3]([CH3:8])[C:2]=1S(Cl)(=O)=O.CCN(CC)CC.[N:21]1[CH:26]=[CH:25][CH:24]=[CH:23][C:22]=1[O:27][CH2:28][CH:29]([OH:32])[CH2:30][OH:31].O. The catalyst is CN(C1C=CN=CC=1)C.C1(C)C=CC=CC=1. The product is [C:1]1([CH3:13])[CH:6]=[C:5]([CH3:7])[CH:4]=[C:3]([CH3:8])[C:2]=1[O:31][CH2:30][CH:29]([OH:32])[CH2:28][O:27][C:22]1[CH:23]=[CH:24][CH:25]=[CH:26][N:21]=1. The yield is 0.710.